Task: Predict the reaction yield, written as a fraction of the theoretical maximum amount of product (1.0 means a 100% yield; for example, 0.34 means a 34% yield).. Dataset: Reaction yield outcomes from USPTO patents with 853,638 reactions The reactants are C(O/[CH:4]=[CH:5]/[C:6](=O)[C:7]([F:13])([F:12])[C:8]([F:11])([F:10])[F:9])C.[CH3:15][S:16][CH:17]([CH3:25])/[CH:18]=[CH:19]/[N:20]1CCCC1.C([O-])(=O)C.[NH4+].O. The catalyst is C(OCC)C. The product is [CH3:15][S:16][CH:17]([C:18]1[CH:4]=[CH:5][C:6]([C:7]([F:12])([F:13])[C:8]([F:9])([F:10])[F:11])=[N:20][CH:19]=1)[CH3:25]. The yield is 0.120.